This data is from Forward reaction prediction with 1.9M reactions from USPTO patents (1976-2016). The task is: Predict the product of the given reaction. (1) Given the reactants N[C:2]1[S:3][C:4]([C:14]2[N:23]=[CH:22][C:21]3[N:20]([CH3:24])[C:19](=[O:25])[C@@H:18]([CH2:26][CH3:27])[N:17]([CH:28]([CH3:30])[CH3:29])[C:16]=3[N:15]=2)=[C:5]([C:7]2[CH:12]=[CH:11][C:10]([F:13])=[CH:9][CH:8]=2)[N:6]=1.[Cu](C#N)[C:32]#[N:33].N(OCCC(C)C)=O, predict the reaction product. The product is: [CH2:26]([C@H:18]1[N:17]([CH:28]([CH3:29])[CH3:30])[C:16]2[N:15]=[C:14]([C:4]3[S:3][C:2]([C:32]#[N:33])=[N:6][C:5]=3[C:7]3[CH:8]=[CH:9][C:10]([F:13])=[CH:11][CH:12]=3)[N:23]=[CH:22][C:21]=2[N:20]([CH3:24])[C:19]1=[O:25])[CH3:27]. (2) Given the reactants [C:14]1(P([C:14]2[CH:19]=[CH:18][CH:17]=[CH:16][CH:15]=2)[C:14]2[CH:19]=[CH:18][CH:17]=[CH:16][CH:15]=2)[CH:19]=[CH:18][CH:17]=[CH:16][CH:15]=1.[C:20]1([O-])C=CC=C[CH:21]=1.[K+].[CH3:28][C:29]1([CH3:45])[C:33]([CH3:35])([CH3:34])[O:32][B:31]([B:31]2[O:32][C:33]([CH3:35])([CH3:34])[C:29]([CH3:45])([CH3:28])[O:30]2)[O:30]1, predict the reaction product. The product is: [C:14]1([B:31]2[O:32][C:33]([CH3:35])([CH3:34])[C:29]([CH3:45])([CH3:28])[O:30]2)[CH2:19][CH2:18][CH2:17][CH2:16][CH2:15][CH2:21][CH:20]=1.